This data is from NCI-60 drug combinations with 297,098 pairs across 59 cell lines. The task is: Regression. Given two drug SMILES strings and cell line genomic features, predict the synergy score measuring deviation from expected non-interaction effect. Drug 1: C1=NC2=C(N1)C(=S)N=C(N2)N. Drug 2: C1CN(CCN1C(=O)CCBr)C(=O)CCBr. Cell line: SF-268. Synergy scores: CSS=24.8, Synergy_ZIP=-11.5, Synergy_Bliss=-2.05, Synergy_Loewe=-9.01, Synergy_HSA=-3.67.